Dataset: Catalyst prediction with 721,799 reactions and 888 catalyst types from USPTO. Task: Predict which catalyst facilitates the given reaction. (1) Reactant: [Br:1][C:2]1[C:3](F)=[C:4]2[C:10]([NH:11][C:12]([CH:14]3[CH2:18][CH2:17][CH2:16][O:15]3)=[O:13])=[CH:9][NH:8][C:5]2=[N:6][CH:7]=1.[NH:20]1[CH2:25][CH2:24][CH2:23][C@@H:22]([NH:26][C:27](=[O:33])[O:28][C:29]([CH3:32])([CH3:31])[CH3:30])[CH2:21]1.C(N(C(C)C)C(C)C)C. Product: [Br:1][C:2]1[C:3]([N:20]2[CH2:25][CH2:24][CH2:23][C@@H:22]([NH:26][C:27](=[O:33])[O:28][C:29]([CH3:31])([CH3:30])[CH3:32])[CH2:21]2)=[C:4]2[C:10]([NH:11][C:12]([CH:14]3[CH2:18][CH2:17][CH2:16][O:15]3)=[O:13])=[CH:9][NH:8][C:5]2=[N:6][CH:7]=1. The catalyst class is: 114. (2) Reactant: O/[CH:2]=[C:3]1\[C:4](=[O:13])[NH:5][C:6]2[C:11]\1=[CH:10][CH:9]=[C:8]([F:12])[CH:7]=2.O/C=C1\C(=O)NC2C\1=CC=CC=2.[CH3:26][C:27]1[NH:31][N:30]=[C:29]([NH2:32])[CH:28]=1.NC1C=CNN=1. Product: [F:12][C:8]1[CH:7]=[C:6]2[C:11]([C:3](=[CH:2][NH:32][C:29]3[CH:28]=[C:27]([CH3:26])[NH:31][N:30]=3)[C:4](=[O:13])[NH:5]2)=[CH:10][CH:9]=1. The catalyst class is: 7. (3) Product: [C:11]([NH2:20])(=[O:19])[C:12]1[C:13](=[CH:15][CH:16]=[CH:17][CH:18]=1)[OH:14].[B:1]([O:4][CH2:9][CH:7]([CH2:6][OH:5])[OH:8])([OH:3])[OH:2]. Reactant: [B:1]([OH:4])([OH:3])[OH:2].[OH:5][CH2:6][CH:7]([CH2:9]O)[OH:8].[C:11]([NH2:20])(=[O:19])[C:12]1[C:13](=[CH:15][CH:16]=[CH:17][CH:18]=1)[OH:14]. The catalyst class is: 11. (4) Reactant: [CH3:1][C:2]1([CH3:13])[C:11]2[C:6](=[CH:7][C:8]([NH2:12])=[CH:9][CH:10]=2)[CH2:5][NH:4][CH2:3]1.CCN(CC)CC.[C:21](OC(=O)C)(=[O:23])[CH3:22]. Product: [NH2:12][C:8]1[CH:7]=[C:6]2[C:11]([C:2]([CH3:13])([CH3:1])[CH2:3][N:4]([C:21](=[O:23])[CH3:22])[CH2:5]2)=[CH:10][CH:9]=1. The catalyst class is: 2. (5) Reactant: Cl[C:2]1[S:6][N:5]=[C:4]([S:7][CH3:8])[N:3]=1.[Cl:9][C:10]1[CH:11]=[C:12]([CH:15]=[C:16]([Cl:18])[CH:17]=1)[CH2:13][OH:14].[H-].[Na+].[Cl-].[Na+]. Product: [Cl:9][C:10]1[CH:11]=[C:12]([CH:15]=[C:16]([Cl:18])[CH:17]=1)[CH2:13][O:14][C:2]1[S:6][N:5]=[C:4]([S:7][CH3:8])[N:3]=1. The catalyst class is: 9. (6) Reactant: [ClH:1].[CH2:2]([C:4]1[N:5]=[C:6]2[N:15]3[C:10]([CH2:11][N:12]([CH2:17][CH2:18][CH2:19][CH2:20][CH2:21][NH:22][S:23]([C:26]([F:29])([F:28])[F:27])(=[O:25])=[O:24])[C:13](=[O:16])[C:14]=13)=[CH:9][CH:8]=[CH:7]2)[CH3:3]. Product: [ClH:1].[CH2:2]([C:4]1[N:5]=[C:6]2[N:15]3[C:10]([CH2:11][N:12]([CH2:17][CH2:18][CH2:19][CH2:20][CH2:21][NH:22][S:23]([C:26]([F:28])([F:27])[F:29])(=[O:24])=[O:25])[C:13](=[O:16])[C:14]=13)=[CH:9][CH:8]=[CH:7]2)[CH3:3]. The catalyst class is: 8.